From a dataset of Catalyst prediction with 721,799 reactions and 888 catalyst types from USPTO. Predict which catalyst facilitates the given reaction. (1) Reactant: [Cl:1][C:2]1[C:10]2[C:5](=[N:6][C:7]([CH3:13])=[C:8]([Cl:12])[C:9]=2[CH3:11])[S:4][C:3]=1[C:14]([O:16]C)=[O:15].[OH-].[K+].Cl. Product: [Cl:1][C:2]1[C:10]2[C:5](=[N:6][C:7]([CH3:13])=[C:8]([Cl:12])[C:9]=2[CH3:11])[S:4][C:3]=1[C:14]([OH:16])=[O:15]. The catalyst class is: 24. (2) Reactant: Cl[C:2]1[C:3]2[NH:10][N:9]([NH2:11])[N:8]([CH2:12][C:13]3[CH:18]=[CH:17][CH:16]=[C:15]([C:19]4([OH:25])[CH2:24][CH2:23][O:22][CH2:21][CH2:20]4)[N:14]=3)[C:4]=2[N:5]=[CH:6][N:7]=1.[C:26]1(B(O)O)[CH:31]=[CH:30][CH:29]=[CH:28][CH:27]=1.P([O-])([O-])([O-])=O.[K+].[K+].[K+]. Product: [OH:25][C:19]1([C:15]2[N:14]=[C:13]([CH2:12][N:8]3[C:4]4[N:5]=[CH:6][N:7]=[C:2]([C:26]5[CH:31]=[CH:30][CH:29]=[CH:28][CH:27]=5)[C:3]=4[NH:10][N:9]3[NH2:11])[CH:18]=[CH:17][CH:16]=2)[CH2:24][CH2:23][O:22][CH2:21][CH2:20]1. The catalyst class is: 12. (3) Reactant: [Cl:1][C:2]1[N:7]=[C:6]([C:8]2[S:12][C:11]([CH:13]([CH3:15])[CH3:14])=[N:10][C:9]=2[C:16]2[CH:17]=[C:18]([NH2:22])[CH:19]=[CH:20][CH:21]=2)[CH:5]=[CH:4][N:3]=1.N1C=CC=CC=1.[F:29][C:30]1[CH:31]=[C:32]([S:36](Cl)(=[O:38])=[O:37])[CH:33]=[CH:34][CH:35]=1. Product: [Cl:1][C:2]1[N:7]=[C:6]([C:8]2[S:12][C:11]([CH:13]([CH3:15])[CH3:14])=[N:10][C:9]=2[C:16]2[CH:17]=[C:18]([NH:22][S:36]([C:32]3[CH:33]=[CH:34][CH:35]=[C:30]([F:29])[CH:31]=3)(=[O:38])=[O:37])[CH:19]=[CH:20][CH:21]=2)[CH:5]=[CH:4][N:3]=1. The catalyst class is: 2. (4) Reactant: [C:1]([O:5][C:6](=[O:30])[NH:7][C@@H:8]([CH2:19][C:20]1[C:28]2[C:23](=[CH:24][CH:25]=[C:26]([OH:29])[CH:27]=2)[NH:22][CH:21]=1)[C:9]([N:11]1[CH2:15][CH2:14][CH2:13][C@H:12]1[C:16](=[O:18])[NH2:17])=[O:10])([CH3:4])([CH3:3])[CH3:2].C([O-])([O-])=O.[K+].[K+].F[C:38]1[CH:43]=[CH:42][C:41]([N+:44]([O-:46])=[O:45])=[CH:40][CH:39]=1. Product: [C:1]([O:5][C:6](=[O:30])[NH:7][C@@H:8]([CH2:19][C:20]1[C:28]2[C:23](=[CH:24][CH:25]=[C:26]([O:29][C:38]3[CH:43]=[CH:42][C:41]([N+:44]([O-:46])=[O:45])=[CH:40][CH:39]=3)[CH:27]=2)[NH:22][CH:21]=1)[C:9]([N:11]1[CH2:15][CH2:14][CH2:13][C@H:12]1[C:16](=[O:18])[NH2:17])=[O:10])([CH3:4])([CH3:2])[CH3:3]. The catalyst class is: 42. (5) Reactant: CC[O-].[Na+].[C:5]([O:13]CC)(=O)[CH2:6][C:7]([O:9][CH2:10][CH3:11])=[O:8].C([O:18][C:19]([C:21]1[C:22]([CH3:30])=[N:23][N:24]([CH:27]([CH3:29])[CH3:28])[C:25]=1[NH2:26])=O)C. Product: [CH2:10]([O:9][C:7]([C:6]1[C:5](=[O:13])[NH:26][C:25]2[N:24]([CH:27]([CH3:28])[CH3:29])[N:23]=[C:22]([CH3:30])[C:21]=2[C:19]=1[OH:18])=[O:8])[CH3:11]. The catalyst class is: 14. (6) Reactant: [CH2:1]([N:5]([CH2:31][CH:32]([CH3:34])[CH3:33])[C:6](=O)[C:7]1[CH:12]=[CH:11][C:10]([NH:13][CH2:14][CH2:15][CH2:16][N:17]([CH3:26])[CH2:18][CH2:19][C:20]2[CH:25]=[CH:24][N:23]=[CH:22][CH:21]=2)=[C:9]([N+:27]([O-])=O)[CH:8]=1)[CH:2]([CH3:4])[CH3:3].Cl.C(OCC)(=O)C. Product: [CH2:1]([N:5]([CH2:6][C:7]1[CH:8]=[C:9]([NH2:27])[C:10]([NH:13][CH2:14][CH2:15][CH2:16][N:17]([CH3:26])[CH2:18][CH2:19][C:20]2[CH:21]=[CH:22][N:23]=[CH:24][CH:25]=2)=[CH:11][CH:12]=1)[CH2:31][CH:32]([CH3:34])[CH3:33])[CH:2]([CH3:4])[CH3:3]. The catalyst class is: 7. (7) Reactant: [CH3:1][O:2][CH2:3][C:4](Cl)=O.[NH2:7][NH:8][C:9]([NH2:11])=[S:10]. Product: [CH3:1][O:2][CH2:3][C:4]1[NH:7][N:8]=[C:9]([SH:10])[N:11]=1. The catalyst class is: 17.